This data is from Forward reaction prediction with 1.9M reactions from USPTO patents (1976-2016). The task is: Predict the product of the given reaction. Given the reactants [Cl:1][C:2]1[CH:3]=[C:4]([NH:20][S:21]([C:24]2[CH:29]=[CH:28][C:27]([CH3:30])=[C:26]([C:31]([F:34])([F:33])[F:32])[CH:25]=2)(=[O:23])=[O:22])[C:5]([C:8]([C:10]2[C:18]3[O:17][C:16](=[O:19])[NH:15][C:14]=3[CH:13]=[CH:12][CH:11]=2)=[O:9])=[N:6][CH:7]=1.[BH4-].[Na+].CCOC(C)=O, predict the reaction product. The product is: [Cl:1][C:2]1[CH:3]=[C:4]([NH:20][S:21]([C:24]2[CH:29]=[CH:28][C:27]([CH3:30])=[C:26]([C:31]([F:34])([F:32])[F:33])[CH:25]=2)(=[O:23])=[O:22])[C:5]([CH:8]([OH:9])[C:10]2[C:18]3[O:17][C:16](=[O:19])[NH:15][C:14]=3[CH:13]=[CH:12][CH:11]=2)=[N:6][CH:7]=1.